Dataset: Peptide-MHC class II binding affinity with 134,281 pairs from IEDB. Task: Regression. Given a peptide amino acid sequence and an MHC pseudo amino acid sequence, predict their binding affinity value. This is MHC class II binding data. (1) The peptide sequence is NKFVSPKSVIGTFVA. The MHC is DRB1_0901 with pseudo-sequence DRB1_0901. The binding affinity (normalized) is 0.805. (2) The peptide sequence is LGHRDALEDDLLNRN. The MHC is DRB1_0802 with pseudo-sequence DRB1_0802. The binding affinity (normalized) is 0.